Dataset: Full USPTO retrosynthesis dataset with 1.9M reactions from patents (1976-2016). Task: Predict the reactants needed to synthesize the given product. Given the product [Cl:25][C:22]1[CH:23]=[CH:24][C:19]([C:18]2[N:17]([C:26]3[CH:31]=[CH:30][CH:29]=[CH:28][C:27]=3[Cl:32])[N:16]=[C:15]3[C:33](=[O:34])[NH:10][CH2:11][CH2:12][NH:13][C:14]=23)=[CH:20][CH:21]=1, predict the reactants needed to synthesize it. The reactants are: C(N(C(C)C)CC)(C)C.[NH2:10][CH2:11][CH2:12][NH:13][C:14]1[C:15]([C:33](O)=[O:34])=[N:16][N:17]([C:26]2[CH:31]=[CH:30][CH:29]=[CH:28][C:27]=2[Cl:32])[C:18]=1[C:19]1[CH:24]=[CH:23][C:22]([Cl:25])=[CH:21][CH:20]=1.CN(C(ON1N=NC2C=CC=NC1=2)=[N+](C)C)C.F[P-](F)(F)(F)(F)F.